This data is from Full USPTO retrosynthesis dataset with 1.9M reactions from patents (1976-2016). The task is: Predict the reactants needed to synthesize the given product. (1) The reactants are: N1([C:6]([N:8]2[CH2:13][CH2:12][N:11]([C:14]3[CH:19]=[CH:18][C:17]([C:20](=[O:22])[CH3:21])=[CH:16][CH:15]=3)[CH2:10][CH2:9]2)=[O:7])C=CN=C1.CI.[CH:25]1([N:29]2[CH2:34][CH2:33][NH:32][CH2:31][CH2:30]2)[CH2:28][CH2:27][CH2:26]1. Given the product [CH:25]1([N:29]2[CH2:34][CH2:33][N:32]([C:6]([N:8]3[CH2:13][CH2:12][N:11]([C:14]4[CH:19]=[CH:18][C:17]([C:20](=[O:22])[CH3:21])=[CH:16][CH:15]=4)[CH2:10][CH2:9]3)=[O:7])[CH2:31][CH2:30]2)[CH2:28][CH2:27][CH2:26]1, predict the reactants needed to synthesize it. (2) Given the product [CH:20]1([N:8]([C@@H:9]2[CH2:11][C@H:10]2[C:12]2[S:16][CH:15]=[C:14]([C:17](=[O:19])[NH:30][C:28]3[S:29][C:25]([CH3:24])=[N:26][N:27]=3)[CH:13]=2)[C:6](=[O:7])[O:5][C:1]([CH3:4])([CH3:3])[CH3:2])[CH2:21][CH2:22][CH2:23]1, predict the reactants needed to synthesize it. The reactants are: [C:1]([O:5][C:6]([N:8]([CH:20]1[CH2:23][CH2:22][CH2:21]1)[C@@H:9]1[CH2:11][C@H:10]1[C:12]1[S:16][CH:15]=[C:14]([C:17]([OH:19])=O)[CH:13]=1)=[O:7])([CH3:4])([CH3:3])[CH3:2].[CH3:24][C:25]1[S:29][C:28]([NH2:30])=[N:27][N:26]=1.C(N(CC)CC)C.F[P-](F)(F)(F)(F)F.N1(OC(N(C)C)=[N+](C)C)C2N=CC=CC=2N=N1. (3) Given the product [Br:20][C:6]1[CH:5]=[C:4]([C:9]2[CH:14]=[CH:13][C:12]([C:15]([F:16])([F:17])[F:18])=[C:11]([F:19])[CH:10]=2)[CH:3]=[C:2]([F:1])[C:7]=1[NH2:8], predict the reactants needed to synthesize it. The reactants are: [F:1][C:2]1[CH:3]=[C:4]([C:9]2[CH:14]=[CH:13][C:12]([C:15]([F:18])([F:17])[F:16])=[C:11]([F:19])[CH:10]=2)[CH:5]=[CH:6][C:7]=1[NH2:8].[Br:20]Br. (4) Given the product [C:21]([C:25]1[CH:30]=[CH:29][C:28]([NH:31][C:32]([NH:20][C:19]2[C:14]([O:13][C:4]3[N:5]([C:7]4[CH:8]=[CH:9][CH:10]=[CH:11][CH:12]=4)[N:6]=[C:2]([CH3:1])[CH:3]=3)=[N:15][CH:16]=[CH:17][CH:18]=2)=[O:33])=[CH:27][CH:26]=1)([CH3:24])([CH3:22])[CH3:23], predict the reactants needed to synthesize it. The reactants are: [CH3:1][C:2]1[CH:3]=[C:4]([O:13][C:14]2[C:19]([NH2:20])=[CH:18][CH:17]=[CH:16][N:15]=2)[N:5]([C:7]2[CH:12]=[CH:11][CH:10]=[CH:9][CH:8]=2)[N:6]=1.[C:21]([C:25]1[CH:30]=[CH:29][C:28]([N:31]=[C:32]=[O:33])=[CH:27][CH:26]=1)([CH3:24])([CH3:23])[CH3:22]. (5) Given the product [C:18]([O:17][C:15]([N:22]1[CH2:27][CH2:26][C:25]2([NH:2][C:1](=[O:3])[C:4]3[CH:5]=[C:6]([C:7]([O:9][CH3:10])=[O:8])[CH:11]=[CH:12][C:13]=3[O:14]2)[CH2:24][CH2:23]1)=[O:16])([CH3:21])([CH3:19])[CH3:20], predict the reactants needed to synthesize it. The reactants are: [C:1]([C:4]1[CH:5]=[C:6]([CH:11]=[CH:12][C:13]=1[OH:14])[C:7]([O:9][CH3:10])=[O:8])(=[O:3])[NH2:2].[C:15]([N:22]1[CH2:27][CH2:26][C:25](=O)[CH2:24][CH2:23]1)([O:17][C:18]([CH3:21])([CH3:20])[CH3:19])=[O:16].N1CCOCC1.C(O)(C(F)(F)F)=O. (6) Given the product [C:1]([Si:5]([CH3:30])([CH3:29])[O:6][C:7]1[CH:12]=[CH:11][C:10]([C:13]([C:18]2[S:22][C:21]([S:23]([OH:33])(=[O:25])=[O:24])=[C:20]([CH3:27])[CH:19]=2)([CH2:16][CH3:17])[CH2:14][CH3:15])=[CH:9][C:8]=1[CH3:28])([CH3:4])([CH3:3])[CH3:2], predict the reactants needed to synthesize it. The reactants are: [C:1]([Si:5]([CH3:30])([CH3:29])[O:6][C:7]1[CH:12]=[CH:11][C:10]([C:13]([C:18]2[S:22][C:21]([S:23](N)(=[O:25])=[O:24])=[C:20]([CH3:27])[CH:19]=2)([CH2:16][CH3:17])[CH2:14][CH3:15])=[CH:9][C:8]=1[CH3:28])([CH3:4])([CH3:3])[CH3:2].C(N(C)C)(=[O:33])C.C(N(C)C)=O.